From a dataset of HIV replication inhibition screening data with 41,000+ compounds from the AIDS Antiviral Screen. Binary Classification. Given a drug SMILES string, predict its activity (active/inactive) in a high-throughput screening assay against a specified biological target. (1) The drug is CC1(C)C2CCC(=O)C1C(OCc1ccccc1)C2. The result is 0 (inactive). (2) The molecule is Cc1ccc(NC(=O)CCC(CC(=O)C(C)(C)C)=NNC(=O)C[n+]2ccccc2)cc1C.[Cl-]. The result is 0 (inactive). (3) The drug is COC(=O)CN(CC1OC2OC(C)(C)OC2C1NC(C)=O)C(=O)OCc1ccccc1. The result is 0 (inactive).